Dataset: Reaction yield outcomes from USPTO patents with 853,638 reactions. Task: Predict the reaction yield, written as a fraction of the theoretical maximum amount of product (1.0 means a 100% yield; for example, 0.34 means a 34% yield). (1) The reactants are Br[C:2]1[CH:7]=[CH:6][C:5]([CH2:8][CH3:9])=[C:4]([O:10][CH2:11][CH2:12][CH2:13][O:14][CH3:15])[CH:3]=1.[Li]CCCC.[CH3:21][C:22]([CH3:52])([CH2:48][CH2:49][CH2:50][CH3:51])[C:23]([NH:25][CH2:26][CH:27]1[O:31][C:30]([CH3:33])([CH3:32])[N:29]([C:34]([O:36][C:37]([CH3:40])([CH3:39])[CH3:38])=[O:35])[C@H:28]1[CH2:41][C@H:42]([CH:46]=[O:47])[CH:43]([CH3:45])[CH3:44])=[O:24]. The catalyst is C1COCC1. The product is [CH3:52][C:22]([CH3:21])([CH2:48][CH2:49][CH2:50][CH3:51])[C:23]([NH:25][CH2:26][CH:27]1[O:31][C:30]([CH3:32])([CH3:33])[N:29]([C:34]([O:36][C:37]([CH3:38])([CH3:39])[CH3:40])=[O:35])[C@H:28]1[CH2:41][C@H:42]([CH:46]([C:2]1[CH:7]=[CH:6][C:5]([CH2:8][CH3:9])=[C:4]([O:10][CH2:11][CH2:12][CH2:13][O:14][CH3:15])[CH:3]=1)[OH:47])[CH:43]([CH3:44])[CH3:45])=[O:24]. The yield is 0.300. (2) The reactants are [CH3:1][C:2]1[N:6]([CH2:7][C:8]2[CH:13]=[CH:12][CH:11]=[C:10]([C:14]([F:17])([F:16])[F:15])[C:9]=2[CH3:18])[C:5]2[CH:19]=[C:20]([N:27]3[CH2:32][CH2:31][O:30][CH2:29][CH2:28]3)[CH:21]=[C:22]([C:23](OC)=[O:24])[C:4]=2[N:3]=1.[H-].[H-].[H-].[H-].[Li+].[Al+3]. The catalyst is O1CCCC1. The product is [CH3:1][C:2]1[N:6]([CH2:7][C:8]2[CH:13]=[CH:12][CH:11]=[C:10]([C:14]([F:16])([F:15])[F:17])[C:9]=2[CH3:18])[C:5]2[CH:19]=[C:20]([N:27]3[CH2:28][CH2:29][O:30][CH2:31][CH2:32]3)[CH:21]=[C:22]([CH2:23][OH:24])[C:4]=2[N:3]=1. The yield is 0.880. (3) The reactants are [F:1][C:2]1[CH:10]=[CH:9][CH:8]=[C:7]2[C:3]=1[C:4](I)=[N:5][N:6]2C1CCCCO1.[F:18][C:19]1[C:20](B2OC(C)(C)C(C)(C)O2)=[CH:21][C:22]([O:29][CH3:30])=[C:23]([CH:28]=1)[C:24]([O:26][CH3:27])=[O:25].C([O-])([O-])=O.[Na+].[Na+]. The catalyst is C1C=CC(P(C2C=CC=CC=2)[C-]2C=CC=C2)=CC=1.C1C=CC(P(C2C=CC=CC=2)[C-]2C=CC=C2)=CC=1.Cl[Pd]Cl.[Fe+2].C(Cl)Cl.C1(C)C=CC=CC=1.CCO. The product is [F:18][C:19]1[C:20]([C:4]2[C:3]3[C:7](=[CH:8][CH:9]=[CH:10][C:2]=3[F:1])[NH:6][N:5]=2)=[CH:21][C:22]([O:29][CH3:30])=[C:23]([CH:28]=1)[C:24]([O:26][CH3:27])=[O:25]. The yield is 0.650. (4) The reactants are Cl[C:2]1[N:20]=[CH:19][C:5]2[N:6]=[C:7]([CH3:18])[N:8]([C:11]3[CH:16]=[CH:15][C:14]([OH:17])=[CH:13][CH:12]=3)[C:9](=[O:10])[C:4]=2[CH:3]=1.C[O-].[Na+].[C:24](O)(=[O:26])C. The catalyst is CO. The product is [OH:17][C:14]1[CH:15]=[CH:16][C:11]([N:8]2[C:9](=[O:10])[C:4]3[CH:3]=[C:2]([O:26][CH3:24])[N:20]=[CH:19][C:5]=3[N:6]=[C:7]2[CH3:18])=[CH:12][CH:13]=1. The yield is 0.880. (5) The reactants are Br[C:2]1[CH:11]=[C:10]2[C:5]([C:6]([NH:12][C:13]3[CH:17]=[C:16]([CH2:18][C:19]([NH:21][C:22]4[CH:27]=[CH:26][CH:25]=[C:24]([F:28])[CH:23]=4)=[O:20])[NH:15][N:14]=3)=[N:7][CH:8]=[N:9]2)=[CH:4][CH:3]=1.[OH:29][CH2:30][CH2:31][N:32]1[CH2:37][CH2:36][N:35]([C:38]([C:40]2[CH:45]=[CH:44][C:43](B(O)O)=[CH:42][CH:41]=2)=[O:39])[CH2:34][CH2:33]1.C(=O)([O-])[O-].[Cs+].[Cs+]. The catalyst is O1CCOCC1. The product is [F:28][C:24]1[CH:23]=[C:22]([NH:21][C:19](=[O:20])[CH2:18][C:16]2[NH:15][N:14]=[C:13]([NH:12][C:6]3[C:5]4[C:10](=[CH:11][C:2]([C:43]5[CH:42]=[CH:41][C:40]([C:38]([N:35]6[CH2:36][CH2:37][N:32]([CH2:31][CH2:30][OH:29])[CH2:33][CH2:34]6)=[O:39])=[CH:45][CH:44]=5)=[CH:3][CH:4]=4)[N:9]=[CH:8][N:7]=3)[CH:17]=2)[CH:27]=[CH:26][CH:25]=1. The yield is 0.0630.